This data is from NCI-60 drug combinations with 297,098 pairs across 59 cell lines. The task is: Regression. Given two drug SMILES strings and cell line genomic features, predict the synergy score measuring deviation from expected non-interaction effect. (1) Drug 1: CC=C1C(=O)NC(C(=O)OC2CC(=O)NC(C(=O)NC(CSSCCC=C2)C(=O)N1)C(C)C)C(C)C. Drug 2: CN(C(=O)NC(C=O)C(C(C(CO)O)O)O)N=O. Cell line: SF-539. Synergy scores: CSS=47.3, Synergy_ZIP=-0.785, Synergy_Bliss=0.521, Synergy_Loewe=-22.6, Synergy_HSA=1.69. (2) Drug 1: CC1OCC2C(O1)C(C(C(O2)OC3C4COC(=O)C4C(C5=CC6=C(C=C35)OCO6)C7=CC(=C(C(=C7)OC)O)OC)O)O. Drug 2: C1CN1P(=S)(N2CC2)N3CC3. Cell line: SF-268. Synergy scores: CSS=24.2, Synergy_ZIP=-5.23, Synergy_Bliss=7.58, Synergy_Loewe=4.17, Synergy_HSA=8.15. (3) Synergy scores: CSS=14.4, Synergy_ZIP=-2.87, Synergy_Bliss=1.38, Synergy_Loewe=4.08, Synergy_HSA=3.10. Drug 2: C1=NNC2=C1C(=O)NC=N2. Drug 1: C1CC(=O)NC(=O)C1N2CC3=C(C2=O)C=CC=C3N. Cell line: HOP-62. (4) Drug 1: CS(=O)(=O)OCCCCOS(=O)(=O)C. Drug 2: CC1C(C(CC(O1)OC2CC(CC3=C2C(=C4C(=C3O)C(=O)C5=C(C4=O)C(=CC=C5)OC)O)(C(=O)CO)O)N)O.Cl. Cell line: A498. Synergy scores: CSS=57.6, Synergy_ZIP=3.55, Synergy_Bliss=5.89, Synergy_Loewe=-24.9, Synergy_HSA=6.66. (5) Drug 1: COC1=C(C=C2C(=C1)N=CN=C2NC3=CC(=C(C=C3)F)Cl)OCCCN4CCOCC4. Drug 2: CC1=C(N=C(N=C1N)C(CC(=O)N)NCC(C(=O)N)N)C(=O)NC(C(C2=CN=CN2)OC3C(C(C(C(O3)CO)O)O)OC4C(C(C(C(O4)CO)O)OC(=O)N)O)C(=O)NC(C)C(C(C)C(=O)NC(C(C)O)C(=O)NCCC5=NC(=CS5)C6=NC(=CS6)C(=O)NCCC[S+](C)C)O. Synergy scores: CSS=46.2, Synergy_ZIP=2.02, Synergy_Bliss=3.10, Synergy_Loewe=1.42, Synergy_HSA=3.05. Cell line: NCI-H322M. (6) Drug 1: CC12CCC(CC1=CCC3C2CCC4(C3CC=C4C5=CN=CC=C5)C)O. Drug 2: CN(CCCl)CCCl.Cl. Cell line: A498. Synergy scores: CSS=-1.90, Synergy_ZIP=1.85, Synergy_Bliss=-1.50, Synergy_Loewe=-15.1, Synergy_HSA=-4.93. (7) Drug 1: C1=CC=C(C(=C1)C(C2=CC=C(C=C2)Cl)C(Cl)Cl)Cl. Drug 2: CN(CC1=CN=C2C(=N1)C(=NC(=N2)N)N)C3=CC=C(C=C3)C(=O)NC(CCC(=O)O)C(=O)O. Cell line: SW-620. Synergy scores: CSS=32.2, Synergy_ZIP=-0.395, Synergy_Bliss=-0.975, Synergy_Loewe=-45.7, Synergy_HSA=-3.25.